Task: Predict the product of the given reaction.. Dataset: Forward reaction prediction with 1.9M reactions from USPTO patents (1976-2016) (1) Given the reactants [NH2:1][C:2]1[CH:10]=[CH:9][C:8]([O:11][CH3:12])=[CH:7][C:3]=1[C:4](O)=[O:5].Cl.C[N:15](C)CCCN=C=NCC.ON1C2C=CC=CC=2N=N1.CN1CCOCC1.N, predict the reaction product. The product is: [NH2:1][C:2]1[CH:10]=[CH:9][C:8]([O:11][CH3:12])=[CH:7][C:3]=1[C:4]([NH2:15])=[O:5]. (2) The product is: [NH2:16][CH2:15][C:12]1[CH:13]=[N:14][C:9]([O:8][CH2:7][C:5](=[O:6])[NH:4][CH2:3][C:2]([CH3:17])([CH3:1])[CH3:18])=[CH:10][CH:11]=1. Given the reactants [CH3:1][C:2]([CH3:18])([CH3:17])[CH2:3][NH:4][C:5]([CH2:7][O:8][C:9]1[N:14]=[CH:13][C:12]([C:15]#[N:16])=[CH:11][CH:10]=1)=[O:6], predict the reaction product. (3) Given the reactants [CH2:1]1[CH:5]2[CH:6]3[CH:10]=[CH:9][CH:8]([CH:4]2C=C1)[CH2:7]3.[C:11]([O:14]CC=C)(=[O:13])[CH3:12].C1(C=CC(O)=CC=1)O, predict the reaction product. The product is: [C:11]([O:14][CH2:1][CH:5]1[CH2:4][CH:8]2[CH2:7][CH:6]1[CH:10]=[CH:9]2)(=[O:13])[CH3:12]. (4) Given the reactants [N:1]1[C:6]2[NH:7][CH:8]=[CH:9][C:5]=2[C:4]([C:10]2[CH:24]=[CH:23][C:13]([CH2:14][NH:15][C:16](=[O:22])OC(C)(C)C)=[CH:12][CH:11]=2)=[N:3][CH:2]=1.[C:25]([C:29]1[CH:37]=[CH:36][C:32](C(O)=O)=[CH:31][CH:30]=1)([CH3:28])([CH3:27])[CH3:26].CCN(C(C)C)C(C)C.CN(C(ON1N=NC2C=CC=NC1=2)=[N+](C)C)C.F[P-](F)(F)(F)(F)F, predict the reaction product. The product is: [C:25]([C:29]1[CH:37]=[CH:36][C:32]([C:16]([NH:15][CH2:14][C:13]2[CH:12]=[CH:11][C:10]([C:4]3[C:5]4[CH:9]=[CH:8][NH:7][C:6]=4[N:1]=[CH:2][N:3]=3)=[CH:24][CH:23]=2)=[O:22])=[CH:31][CH:30]=1)([CH3:28])([CH3:27])[CH3:26]. (5) Given the reactants [NH2:1][C@H:2]([CH2:19][C:20]1[CH:25]=[C:24]([F:26])[C:23]([F:27])=[CH:22][C:21]=1[F:28])[CH2:3][C:4]([N:6]1[CH2:11][CH2:10][NH:9][C:8](=[O:12])[C@H:7]1[CH2:13][O:14][C:15]([CH3:18])([CH3:17])[CH3:16])=[O:5].[C:29]([OH:38])(=[O:37])[CH2:30][CH2:31][CH2:32][CH2:33][C:34]([OH:36])=[O:35], predict the reaction product. The product is: [C:29]([OH:38])(=[O:37])[CH2:30][CH2:31][CH2:32][CH2:33][C:34]([OH:36])=[O:35].[NH2:1][C@H:2]([CH2:19][C:20]1[CH:25]=[C:24]([F:26])[C:23]([F:27])=[CH:22][C:21]=1[F:28])[CH2:3][C:4]([N:6]1[CH2:11][CH2:10][NH:9][C:8](=[O:12])[C@H:7]1[CH2:13][O:14][C:15]([CH3:16])([CH3:17])[CH3:18])=[O:5]. (6) The product is: [Cl:1][C:2]1[CH:7]=[CH:6][CH:5]=[CH:4][C:3]=1[N:8]1[C:12]([C:13]2[CH:14]=[CH:15][C:16]([O:19][S:20]([CH2:23][CH2:24][C:25]([F:27])([F:28])[F:26])(=[O:22])=[O:21])=[CH:17][CH:18]=2)=[C:11]([CH3:29])[C:10]([C:30]([OH:32])=[O:31])=[N:9]1. Given the reactants [Cl:1][C:2]1[CH:7]=[CH:6][CH:5]=[CH:4][C:3]=1[N:8]1[C:12]([C:13]2[CH:18]=[CH:17][C:16]([O:19][S:20]([CH2:23][CH2:24][C:25]([F:28])([F:27])[F:26])(=[O:22])=[O:21])=[CH:15][CH:14]=2)=[C:11]([CH3:29])[C:10]([C:30]([O:32]CC(Cl)(Cl)Cl)=[O:31])=[N:9]1.C(Cl)Cl, predict the reaction product.